Dataset: Forward reaction prediction with 1.9M reactions from USPTO patents (1976-2016). Task: Predict the product of the given reaction. (1) Given the reactants C[C:2]1[CH:3]=[C:4]([CH:7]=[CH:8][CH:9]=1)[CH2:5][NH2:6].Cl.CC1C=C(C=CC=1)CN.[CH:20]1[N:25]=[C:24](Cl)[C:23]2[N:27]=[CH:28][N:29]([C@@H:30]3[O:34][C@H:33]([CH2:35][OH:36])[C@@H:32]([OH:37])[C@H:31]3[OH:38])[C:22]=2[N:21]=1.C(N(CC)CC)C.C([OH:49])CC, predict the reaction product. The product is: [OH:49][C:3]1[CH:2]=[CH:9][CH:8]=[CH:7][C:4]=1[CH2:5][NH:6][C:24]1[C:23]2[N:27]=[CH:28][N:29]([C:22]=2[N:21]=[CH:20][N:25]=1)[C@@H:30]1[O:34][C@H:33]([CH2:35][OH:36])[C@@H:32]([OH:37])[C@H:31]1[OH:38]. (2) Given the reactants [H-].[Na+].[F:3][C:4]1[CH:26]=[CH:25][CH:24]=[C:23]([F:27])[C:5]=1[C:6]([NH:8][C:9]([NH:11][C:12]1[CH:17]=[CH:16][C:15]([S:18][CH:19]([F:21])[F:20])=[CH:14][C:13]=1[F:22])=[O:10])=[O:7].Cl[CH:29]([O:31][CH:32](Cl)Cl)Cl.[Cl-].[NH4+], predict the reaction product. The product is: [F:3][C:4]1[CH:26]=[CH:25][CH:24]=[C:23]([F:27])[C:5]=1[C:6]([N:8]1[C:9](=[O:10])[N:11]([C:12]2[CH:17]=[CH:16][C:15]([S:18][CH:19]([F:20])[F:21])=[CH:14][C:13]=2[F:22])[CH2:32][O:31][CH2:29]1)=[O:7]. (3) Given the reactants C1N=C[N:3](C(N2C=NC=C2)=O)[CH:2]=1.[NH2:13][C:14]1[CH:22]=[C:21]([F:23])[CH:20]=[CH:19][C:15]=1[C:16](O)=[O:17].CN, predict the reaction product. The product is: [NH2:13][C:14]1[CH:22]=[C:21]([F:23])[CH:20]=[CH:19][C:15]=1[C:16]([NH:3][CH3:2])=[O:17]. (4) Given the reactants [C:1]([C:4]1[CH:13]=[C:12]2[C:7]([CH2:8][CH:9]([C:21]([NH:23][C:24]3[C:29]([CH:30]([CH3:32])[CH3:31])=[CH:28][CH:27]=[CH:26][C:25]=3[CH:33]([CH3:35])[CH3:34])=[O:22])[N:10]([C:14](=[O:20])[C:15]([CH3:19])([CH3:18])[CH2:16][CH3:17])[CH2:11]2)=[CH:6][CH:5]=1)(=[O:3])N.[OH-].[Na+].C([O:40]CC)C, predict the reaction product. The product is: [CH:30]([C:29]1[CH:28]=[CH:27][CH:26]=[C:25]([CH:33]([CH3:35])[CH3:34])[C:24]=1[NH:23][C:21]([CH:9]1[CH2:8][C:7]2[C:12](=[CH:13][C:4]([C:1]([OH:3])=[O:40])=[CH:5][CH:6]=2)[CH2:11][N:10]1[C:14](=[O:20])[C:15]([CH3:18])([CH3:19])[CH2:16][CH3:17])=[O:22])([CH3:31])[CH3:32]. (5) Given the reactants [C:1]([O:5][C@@H:6]([C:12]1[C:13]([CH3:36])=[N:14][C:15]2[N:16]([N:19]=[C:20]([C:22](=[O:35])[NH:23][CH2:24][C:25](=[O:34])[CH2:26][C:27]3[CH:32]=[CH:31][C:30]([F:33])=[CH:29][CH:28]=3)[CH:21]=2)[C:17]=1I)[C:7]([O:9][CH2:10][CH3:11])=[O:8])([CH3:4])([CH3:3])[CH3:2].[CH2:37]([C:39]1([CH3:45])[CH2:44][CH2:43][NH:42][CH2:41][CH2:40]1)[CH3:38].CCN(C(C)C)C(C)C, predict the reaction product. The product is: [C:1]([O:5][C@@H:6]([C:12]1[C:13]([CH3:36])=[N:14][C:15]2[N:16]([N:19]=[C:20]([C:22](=[O:35])[NH:23][CH2:24][C:25](=[O:34])[CH2:26][C:27]3[CH:32]=[CH:31][C:30]([F:33])=[CH:29][CH:28]=3)[CH:21]=2)[C:17]=1[N:42]1[CH2:43][CH2:44][C:39]([CH2:37][CH3:38])([CH3:45])[CH2:40][CH2:41]1)[C:7]([O:9][CH2:10][CH3:11])=[O:8])([CH3:4])([CH3:3])[CH3:2]. (6) Given the reactants [N+:1]([C:4]1[N:9]=[CH:8][C:7]([C:10]2[CH2:15][CH2:14][N:13](C(OC(C)(C)C)=O)[CH2:12][CH:11]=2)=[CH:6][CH:5]=1)([O-:3])=[O:2], predict the reaction product. The product is: [N+:1]([C:4]1[CH:5]=[CH:6][C:7]([C:10]2[CH2:15][CH2:14][NH:13][CH2:12][CH:11]=2)=[CH:8][N:9]=1)([O-:3])=[O:2]. (7) Given the reactants [NH2:1][C:2]1[CH:7]=[C:6]([F:8])[CH:5]=[CH:4][C:3]=1[C:9]1[C:10](=[O:15])[CH2:11][CH2:12][C:13]=1[CH3:14].N1C=CC=CC=1.[C:22]1([CH3:34])[CH:27]=[C:26]([CH3:28])[CH:25]=[C:24]([CH3:29])[C:23]=1[S:30](Cl)(=[O:32])=[O:31], predict the reaction product. The product is: [C:22]1([CH3:34])[CH:27]=[C:26]([CH3:28])[CH:25]=[C:24]([CH3:29])[C:23]=1[S:30]([NH:1][C:2]1[CH:7]=[C:6]([F:8])[CH:5]=[CH:4][C:3]=1[C:9]1[C:10](=[O:15])[CH2:11][CH2:12][C:13]=1[CH3:14])(=[O:31])=[O:32]. (8) Given the reactants P([O-])([O-])([O-])=O.[K+].[K+].[K+].[CH3:9][C:10]1[CH:11]=[C:12](B(O)O)[CH:13]=[CH:14][CH:15]=1.Br[C:20]1[CH:21]=[CH:22][CH:23]=[C:24]2[C:28]=1[CH2:27][CH:26]=[CH:25]2, predict the reaction product. The product is: [CH3:9][C:10]1[CH:11]=[C:12]([C:23]2[CH:22]=[CH:21][CH:20]=[C:28]3[C:24]=2[CH:25]=[CH:26][CH2:27]3)[CH:13]=[CH:14][CH:15]=1. (9) Given the reactants [H-].[Na+].[CH3:3][CH:4]([CH3:19])[CH2:5][CH2:6][N:7]1[C:12]2[CH:13]=[CH:14][CH:15]=[CH:16][C:11]=2[C:10](=[O:17])O[C:8]1=[O:18].[Br:20][C:21]1[CH:37]=[CH:36][C:24]2[N:25]=[C:26]([CH2:31]C(OC)=O)[NH:27][S:28](=[O:30])(=[O:29])[C:23]=2[CH:22]=1.C(O)(=O)C, predict the reaction product. The product is: [Br:20][C:21]1[CH:37]=[CH:36][C:24]2[N:25]=[C:26]([C:31]3[C:8](=[O:18])[N:7]([CH2:6][CH2:5][CH:4]([CH3:3])[CH3:19])[C:12]4[C:11]([C:10]=3[OH:17])=[CH:16][CH:15]=[CH:14][CH:13]=4)[NH:27][S:28](=[O:30])(=[O:29])[C:23]=2[CH:22]=1.